This data is from Full USPTO retrosynthesis dataset with 1.9M reactions from patents (1976-2016). The task is: Predict the reactants needed to synthesize the given product. (1) Given the product [C:1]([O:8][C:9]1[CH:17]=[CH:16][C:12]([C:13]([OH:15])=[O:14])=[CH:11][C:10]=1[CH2:18][CH:19]=[C:20]([CH3:22])[CH3:21])(=[O:3])[CH3:2], predict the reactants needed to synthesize it. The reactants are: [C:1](OC(=O)C)(=[O:3])[CH3:2].[OH:8][C:9]1[CH:17]=[CH:16][C:12]([C:13]([OH:15])=[O:14])=[CH:11][C:10]=1[CH2:18][CH:19]=[C:20]([CH3:22])[CH3:21].O.Cl. (2) Given the product [F:21][C:22]1[CH:29]=[CH:28][CH:27]=[C:26]([F:30])[C:23]=1[CH2:24][N:13]1[C:12]2[CH:14]=[CH:15][CH:16]=[C:17]([N+:18]([O-:20])=[O:19])[C:11]=2[N:10]=[C:9]1[C:3]1[C:2]([F:1])=[CH:7][CH:6]=[CH:5][C:4]=1[F:8], predict the reactants needed to synthesize it. The reactants are: [F:1][C:2]1[CH:7]=[CH:6][CH:5]=[C:4]([F:8])[C:3]=1[C:9]1[NH:10][C:11]2[C:17]([N+:18]([O-:20])=[O:19])=[CH:16][CH:15]=[CH:14][C:12]=2[N:13]=1.[F:21][C:22]1[CH:29]=[CH:28][CH:27]=[C:26]([F:30])[C:23]=1[CH2:24]Br. (3) Given the product [C:14]([C:18]1[N:22]([CH2:23][CH:24]2[CH2:25][CH2:26][O:27][CH2:28][CH2:29]2)[C:21]2[CH:30]=[CH:31][C:32]([S:34]([N:11]3[CH:10]=[C:9]([C:7]([NH:6][CH:3]4[CH2:4][CH2:5]4)=[O:8])[CH:13]=[N:12]3)(=[O:35])=[O:36])=[CH:33][C:20]=2[N:19]=1)([CH3:17])([CH3:15])[CH3:16], predict the reactants needed to synthesize it. The reactants are: [H-].[Na+].[CH:3]1([NH:6][C:7]([C:9]2[CH:10]=[N:11][NH:12][CH:13]=2)=[O:8])[CH2:5][CH2:4]1.[C:14]([C:18]1[N:22]([CH2:23][CH:24]2[CH2:29][CH2:28][O:27][CH2:26][CH2:25]2)[C:21]2[CH:30]=[CH:31][C:32]([S:34](Cl)(=[O:36])=[O:35])=[CH:33][C:20]=2[N:19]=1)([CH3:17])([CH3:16])[CH3:15]. (4) The reactants are: [I:1][C:2]1[CH:7]=[CH:6][C:5]([OH:8])=[CH:4][CH:3]=1.[Cl-].[Cl-].[Mg+2].[CH2:12]=[O:13].Cl. Given the product [OH:8][C:5]1[CH:6]=[CH:7][C:2]([I:1])=[CH:3][C:4]=1[CH:12]=[O:13], predict the reactants needed to synthesize it. (5) Given the product [C:22]([O:26][C:27](=[O:35])[NH:28][C:29]([CH3:34])([CH3:33])[CH2:30][CH2:31][NH:5][C:6]1[CH:11]=[CH:10][CH:9]=[CH:8][C:7]=1[C:12]([CH2:15][CH3:16])([OH:17])[CH2:13][CH3:14])([CH3:25])([CH3:24])[CH3:23], predict the reactants needed to synthesize it. The reactants are: C([BH3-])#N.[Na+].[NH2:5][C:6]1[CH:11]=[CH:10][CH:9]=[CH:8][C:7]=1[C:12]([OH:17])([CH2:15][CH3:16])[CH2:13][CH3:14].C(O)(=O)C.[C:22]([O:26][C:27](=[O:35])[NH:28][C:29]([CH3:34])([CH3:33])[CH2:30][CH:31]=O)([CH3:25])([CH3:24])[CH3:23].Cl.N. (6) Given the product [CH3:4][C:5]1[C:10]([C:11]([OH:13])([CH3:1])[CH3:12])=[CH:9][CH:8]=[CH:7][N:6]=1, predict the reactants needed to synthesize it. The reactants are: [CH3:1][Mg+].[Br-].[CH3:4][C:5]1[C:10]([C:11](=[O:13])[CH3:12])=[CH:9][CH:8]=[CH:7][N:6]=1. (7) Given the product [Br:1][C:2]1[CH:3]=[CH:4][C:5]([C@@H:14]([OH:19])[C:15]([F:17])([F:18])[F:16])=[C:6]([C:8]2[CH:9]=[CH:10][CH:11]=[CH:12][CH:13]=2)[CH:7]=1, predict the reactants needed to synthesize it. The reactants are: [Br:1][C:2]1[CH:3]=[CH:4][C:5]([C:14](=[O:19])[C:15]([F:18])([F:17])[F:16])=[C:6]([C:8]2[CH:13]=[CH:12][CH:11]=[CH:10][CH:9]=2)[CH:7]=1.C([O-])=O.[K+]. (8) Given the product [C:8]([O:42][CH2:41][CH:38]1[CH2:37][CH2:36][CH:35]([C:22]2[CH:23]=[CH:24][C:25]([O:27][Si:28]([C:31]([CH3:33])([CH3:34])[CH3:32])([CH3:30])[CH3:29])=[CH:26][C:21]=2[O:20][Si:13]([C:16]([CH3:17])([CH3:18])[CH3:19])([CH3:15])[CH3:14])[CH2:40][CH2:39]1)(=[O:11])[CH2:9][CH3:10], predict the reactants needed to synthesize it. The reactants are: C(N(CC)CC)C.[C:8](Cl)(=[O:11])[CH2:9][CH3:10].[Si:13]([O:20][C:21]1[CH:26]=[C:25]([O:27][Si:28]([C:31]([CH3:34])([CH3:33])[CH3:32])([CH3:30])[CH3:29])[CH:24]=[CH:23][C:22]=1[CH:35]1[CH2:40][CH2:39][CH:38]([CH2:41][OH:42])[CH2:37][CH2:36]1)([C:16]([CH3:19])([CH3:18])[CH3:17])([CH3:15])[CH3:14].